This data is from Full USPTO retrosynthesis dataset with 1.9M reactions from patents (1976-2016). The task is: Predict the reactants needed to synthesize the given product. (1) Given the product [CH:21]1([C:19]([NH:18][C:16]2[CH:15]=[CH:14][C:13]([Cl:27])=[C:12]([C:9]3[CH:8]=[CH:7][C:6]([C:4]([OH:5])=[O:3])=[CH:11][CH:10]=3)[CH:17]=2)=[O:20])[CH2:22][CH2:23][CH2:24][CH2:25][CH2:26]1, predict the reactants needed to synthesize it. The reactants are: C([O:3][C:4]([C:6]1[CH:11]=[CH:10][C:9]([C:12]2[CH:17]=[C:16]([NH:18][C:19]([CH:21]3[CH2:26][CH2:25][CH2:24][CH2:23][CH2:22]3)=[O:20])[CH:15]=[CH:14][C:13]=2[Cl:27])=[CH:8][CH:7]=1)=[O:5])C. (2) Given the product [OH:3][CH2:4][C:6]1[C:7]([CH3:31])=[C:8]2[C:13]([NH:14][C:15]3[CH:16]=[CH:17][C:18]([O:21][C:22]4[CH:27]=[CH:26][CH:25]=[CH:24][CH:23]=4)=[CH:19][CH:20]=3)=[C:12]([C:28]#[N:29])[CH:11]=[N:10][N:9]2[CH:30]=1, predict the reactants needed to synthesize it. The reactants are: C([O:3][C:4]([C:6]1[C:7]([CH3:31])=[C:8]2[C:13]([NH:14][C:15]3[CH:20]=[CH:19][C:18]([O:21][C:22]4[CH:27]=[CH:26][CH:25]=[CH:24][CH:23]=4)=[CH:17][CH:16]=3)=[C:12]([C:28]#[N:29])[CH:11]=[N:10][N:9]2[CH:30]=1)=O)C.CC(C[AlH]CC(C)C)C. (3) Given the product [N:3]1[CH:4]=[CH:5][CH:6]=[N:7][C:2]=1[C:20]1([OH:23])[CH2:21][CH2:22][C:17]2([O:16][CH2:15][CH2:14][O:13]2)[CH2:18][CH2:19]1, predict the reactants needed to synthesize it. The reactants are: [SnH3][C:2]1[N:7]=[CH:6][CH:5]=[CH:4][N:3]=1.C([Li])CCC.[O:13]1[C:17]2([CH2:22][CH2:21][C:20](=[O:23])[CH2:19][CH2:18]2)[O:16][CH2:15][CH2:14]1. (4) Given the product [CH2:9]([CH:13]1[CH2:21][C:20]2[C:15](=[CH:16][CH:17]=[C:18]([O:22][CH3:23])[C:19]=2[Cl:1])[C:14]1=[O:24])[CH2:10][CH2:11][CH3:12], predict the reactants needed to synthesize it. The reactants are: [Cl:1]N1C(=O)CCC1=O.[CH2:9]([CH:13]1[CH2:21][C:20]2[C:15](=[CH:16][CH:17]=[C:18]([O:22][CH3:23])[CH:19]=2)[C:14]1=[O:24])[CH2:10][CH2:11][CH3:12]. (5) Given the product [CH:9]1([CH2:8][CH2:7][CH:6]([N:20]2[C:16](=[O:26])[C:17]3[C:18](=[CH:22][CH:23]=[CH:24][CH:25]=3)[C:19]2=[O:21])[CH3:15])[CH2:14][CH2:13][CH2:12][CH2:11][CH2:10]1, predict the reactants needed to synthesize it. The reactants are: CS(O[CH:6]([CH3:15])[CH2:7][CH2:8][CH:9]1[CH2:14][CH2:13][CH2:12][CH2:11][CH2:10]1)(=O)=O.[C:16]1(=[O:26])[NH:20][C:19](=[O:21])[C:18]2=[CH:22][CH:23]=[CH:24][CH:25]=[C:17]12.C(=O)([O-])[O-].[K+].[K+]. (6) Given the product [Cl:16][C:17]1[CH:22]=[CH:21][C:20]([C:2]2[CH:11]=[CH:10][C:9]([N+:12]([O-:14])=[O:13])=[C:8]3[C:3]=2[CH2:4][CH2:5][N:6]([CH3:15])[CH2:7]3)=[CH:19][CH:18]=1, predict the reactants needed to synthesize it. The reactants are: Br[C:2]1[CH:11]=[CH:10][C:9]([N+:12]([O-:14])=[O:13])=[C:8]2[C:3]=1[CH2:4][CH2:5][N:6]([CH3:15])[CH2:7]2.[Cl:16][C:17]1[CH:22]=[CH:21][C:20](B(O)O)=[CH:19][CH:18]=1.C(=O)([O-])[O-].[Na+].[Na+].COCCOC. (7) Given the product [NH:13]1[CH2:18][CH2:17][CH2:16][CH:15]([S:19][C:20]2[CH:21]=[C:22]3[C:27](=[CH:28][CH:29]=2)[C:26]([NH2:30])=[N:25][CH:24]=[CH:23]3)[CH2:14]1, predict the reactants needed to synthesize it. The reactants are: C(O)(=O)C.Cl.C(OC([N:13]1[CH2:18][CH2:17][CH2:16][CH:15]([S:19][C:20]2[CH:21]=[C:22]3[C:27](=[CH:28][CH:29]=2)[C:26]([NH:30]C(=O)C2C=CC=CC=2)=[N:25][CH:24]=[CH:23]3)[CH2:14]1)=O)(C)(C)C. (8) Given the product [Cl:13][C:14]1[CH:15]=[C:16]([CH:18]=[CH:19][C:20]=1[F:21])[NH:17][C:23]1[CH:31]=[C:30]([F:32])[C:29]([F:33])=[CH:28][C:24]=1[C:25]([OH:27])=[O:26], predict the reactants needed to synthesize it. The reactants are: [Li]CCCC.C(NC(C)C)(C)C.[Cl:13][C:14]1[CH:15]=[C:16]([CH:18]=[CH:19][C:20]=1[F:21])[NH2:17].F[C:23]1[CH:31]=[C:30]([F:32])[C:29]([F:33])=[CH:28][C:24]=1[C:25]([OH:27])=[O:26]. (9) Given the product [CH3:26][N:27]1[CH:31]=[CH:30][N:29]=[C:28]1[C:4]([C:6]1[N:7]=[CH:8][N:9]([C:11]2[CH:12]=[C:13]([C:17]3[C:18]([C:23]#[N:24])=[CH:19][CH:20]=[CH:21][CH:22]=3)[CH:14]=[CH:15][CH:16]=2)[CH:10]=1)=[O:5], predict the reactants needed to synthesize it. The reactants are: CON(C)[C:4]([C:6]1[N:7]=[CH:8][N:9]([C:11]2[CH:12]=[C:13]([C:17]3[CH:22]=[CH:21][CH:20]=[CH:19][C:18]=3[C:23]#[N:24])[CH:14]=[CH:15][CH:16]=2)[CH:10]=1)=[O:5].[CH3:26][N:27]1[CH:31]=[CH:30][N:29]=[CH:28]1.